Task: Predict the product of the given reaction.. Dataset: Forward reaction prediction with 1.9M reactions from USPTO patents (1976-2016) Given the reactants COC1C=C(OC)C=CC=1C[N:6]1[S:10](=[O:12])(=[O:11])[N:9]([CH2:13][C:14]2[CH:22]=[CH:21][C:17]([C:18]([OH:20])=[O:19])=[CH:16][CH:15]=2)[CH2:8][C:7]1=[O:23].[C:30]([O:34][C:35](=[O:44])[C:36]1[CH:41]=[CH:40][C:39]([CH2:42]O)=[CH:38][CH:37]=1)([CH3:33])([CH3:32])[CH3:31].CCN=C=NCCCN(C)C, predict the reaction product. The product is: [C:30]([O:34][C:35]([C:36]1[CH:41]=[CH:40][C:39]([CH2:42][O:20][C:18](=[O:19])[C:17]2[CH:16]=[CH:15][C:14]([CH2:13][N:9]3[CH2:8][C:7](=[O:23])[NH:6][S:10]3(=[O:11])=[O:12])=[CH:22][CH:21]=2)=[CH:38][CH:37]=1)=[O:44])([CH3:33])([CH3:31])[CH3:32].